This data is from NCI-60 drug combinations with 297,098 pairs across 59 cell lines. The task is: Regression. Given two drug SMILES strings and cell line genomic features, predict the synergy score measuring deviation from expected non-interaction effect. (1) Drug 1: CC=C1C(=O)NC(C(=O)OC2CC(=O)NC(C(=O)NC(CSSCCC=C2)C(=O)N1)C(C)C)C(C)C. Drug 2: C1CN(CCN1C(=O)CCBr)C(=O)CCBr. Cell line: SF-295. Synergy scores: CSS=14.9, Synergy_ZIP=-0.623, Synergy_Bliss=4.13, Synergy_Loewe=-22.1, Synergy_HSA=1.71. (2) Cell line: OVCAR-5. Drug 1: CC1=C2C(C(=O)C3(C(CC4C(C3C(C(C2(C)C)(CC1OC(=O)C(C(C5=CC=CC=C5)NC(=O)OC(C)(C)C)O)O)OC(=O)C6=CC=CC=C6)(CO4)OC(=O)C)O)C)O. Drug 2: C1=NC2=C(N1)C(=S)N=CN2. Synergy scores: CSS=61.5, Synergy_ZIP=15.6, Synergy_Bliss=14.8, Synergy_Loewe=-21.8, Synergy_HSA=6.05.